From a dataset of Full USPTO retrosynthesis dataset with 1.9M reactions from patents (1976-2016). Predict the reactants needed to synthesize the given product. (1) The reactants are: [CH2:1]([N:5]1[CH2:9][C:8]([CH3:11])([CH3:10])[S:7][C:6]1=[NH:12])[CH2:2][CH2:3][CH3:4].[Cl:13][C:14]1[CH:15]=[CH:16][C:17]([O:23][CH3:24])=[C:18]([CH:22]=1)[C:19](O)=[O:20].CCN=C=NCCCN(C)C.C1C=CC2N(O)N=NC=2C=1. Given the product [CH2:1]([N:5]1[CH2:9][C:8]([CH3:11])([CH3:10])[S:7]/[C:6]/1=[N:12]\[C:19](=[O:20])[C:18]1[CH:22]=[C:14]([Cl:13])[CH:15]=[CH:16][C:17]=1[O:23][CH3:24])[CH2:2][CH2:3][CH3:4], predict the reactants needed to synthesize it. (2) Given the product [OH:1][C:2]1[C:7]([C:8]([NH:48][C@H:49]([C:62]2[CH:63]=[CH:64][CH:65]=[CH:66][CH:67]=2)[C:50]2[CH:51]=[CH:52][C:53]([P:56]([CH3:61])(=[O:60])[O:57][CH2:58][CH3:59])=[CH:54][CH:55]=2)=[O:10])=[CH:6][N:5]=[C:4]([N:11]2[CH:15]=[CH:14][CH:13]=[N:12]2)[N:3]=1, predict the reactants needed to synthesize it. The reactants are: [OH:1][C:2]1[C:7]([C:8]([OH:10])=O)=[CH:6][N:5]=[C:4]([N:11]2[CH:15]=[CH:14][CH:13]=[N:12]2)[N:3]=1.CCN(CC)CC.CN(C(ON1N=NC2C=CC=NC1=2)=[N+](C)C)C.F[P-](F)(F)(F)(F)F.Cl.[NH2:48][C@H:49]([C:62]1[CH:67]=[CH:66][CH:65]=[CH:64][CH:63]=1)[C:50]1[CH:55]=[CH:54][C:53]([P:56]([CH3:61])(=[O:60])[O:57][CH2:58][CH3:59])=[CH:52][CH:51]=1. (3) Given the product [CH2:42]([O:41][C:39](=[O:40])[NH:1][CH2:2][C@@H:3]1[CH2:7][CH2:6][N:5]([C:8]2[C:17]3[C:12](=[CH:13][C:14]([CH3:18])=[CH:15][CH:16]=3)[N:11]=[C:10]([C:19]3[CH:24]=[CH:23][CH:22]=[CH:21][C:20]=3[OH:25])[N:9]=2)[CH2:4]1)[C:43]([CH3:46])([CH3:45])[CH3:44], predict the reactants needed to synthesize it. The reactants are: [NH2:1][CH2:2][C@@H:3]1[CH2:7][CH2:6][N:5]([C:8]2[C:17]3[C:12](=[CH:13][C:14]([CH3:18])=[CH:15][CH:16]=3)[N:11]=[C:10]([C:19]3[CH:24]=[CH:23][CH:22]=[CH:21][C:20]=3[OH:25])[N:9]=2)[CH2:4]1.C1COCC1.C(N(CC)CC)C.Cl[C:39]([O:41][CH2:42][C:43]([CH3:46])([CH3:45])[CH3:44])=[O:40].